This data is from Full USPTO retrosynthesis dataset with 1.9M reactions from patents (1976-2016). The task is: Predict the reactants needed to synthesize the given product. (1) Given the product [CH2:26]([O:28][C:29](=[O:46])[CH2:30][C:31]1[CH:36]=[CH:35][CH:34]=[CH:33][C:32]=1[C:20]1[CH:21]=[CH:22][C:17]([C:16]2[O:15][N:14]=[C:13]([CH3:24])[C:12]=2[NH:11][C:10]([O:9][C@@H:7]([C:1]2[CH:6]=[CH:5][CH:4]=[CH:3][CH:2]=2)[CH3:8])=[O:25])=[CH:18][CH:19]=1)[CH3:27], predict the reactants needed to synthesize it. The reactants are: [C:1]1([C@H:7]([O:9][C:10](=[O:25])[NH:11][C:12]2[C:13]([CH3:24])=[N:14][O:15][C:16]=2[C:17]2[CH:22]=[CH:21][C:20](Br)=[CH:19][CH:18]=2)[CH3:8])[CH:6]=[CH:5][CH:4]=[CH:3][CH:2]=1.[CH2:26]([O:28][C:29](=[O:46])[CH2:30][C:31]1[CH:36]=[CH:35][CH:34]=[CH:33][C:32]=1B1OC(C)(C)C(C)(C)O1)[CH3:27]. (2) Given the product [O:16]1[C:20]2[CH:21]=[CH:22][C:23]([C:25]3([C:28]([NH:30][C:31]4[CH:32]=[N:33][C:34]([CH3:38])=[C:35]([C:9]5[CH:10]=[CH:11][C:6]([S:3](=[O:5])(=[O:4])[N:2]([CH3:15])[CH3:1])=[CH:7][CH:8]=5)[CH:36]=4)=[O:29])[CH2:27][CH2:26]3)=[CH:24][C:19]=2[O:18][CH2:17]1, predict the reactants needed to synthesize it. The reactants are: [CH3:1][N:2]([CH3:15])[S:3]([C:6]1[CH:11]=[CH:10][C:9](B(O)O)=[CH:8][CH:7]=1)(=[O:5])=[O:4].[O:16]1[C:20]2[CH:21]=[CH:22][C:23]([C:25]3([C:28]([NH:30][C:31]4[CH:32]=[N:33][C:34]([CH3:38])=[C:35](Br)[CH:36]=4)=[O:29])[CH2:27][CH2:26]3)=[CH:24][C:19]=2[O:18][CH2:17]1.O1C2C=CC(C3(C(NC4C=NC(C)=C(C5C=CC=CC=5)C=4)=O)CC3)=CC=2OC1. (3) Given the product [C:1]([N:5]1[CH:9]=[C:8]2[O:10][C:11]3([CH2:15][CH2:16][NH:17][CH2:18][CH2:19]3)[CH2:12][C:13](=[O:14])[C:7]2=[N:6]1)([CH3:4])([CH3:2])[CH3:3], predict the reactants needed to synthesize it. The reactants are: [C:1]([N:5]1[CH:9]=[C:8]2[O:10][C:11]3([CH2:19][CH2:18][N:17](C(OC(C)(C)C)=O)[CH2:16][CH2:15]3)[CH2:12][C:13](=[O:14])[C:7]2=[N:6]1)([CH3:4])([CH3:3])[CH3:2].C(OCC)(=O)C.C(Cl)(=O)C. (4) Given the product [CH3:1][O:2][C:3]1[CH:8]=[CH:7][C:6]([NH2:9])=[CH:5][C:4]=1[CH3:12], predict the reactants needed to synthesize it. The reactants are: [CH3:1][O:2][C:3]1[CH:8]=[CH:7][C:6]([N+:9]([O-])=O)=[CH:5][C:4]=1[CH3:12]. (5) Given the product [F:12][P-:13]([F:18])([F:17])([F:16])([F:15])[F:14].[CH2:2]([N+:4]1([CH2:9][O:10][CH3:11])[CH2:8][CH2:7][CH2:6][CH2:5]1)[CH3:3], predict the reactants needed to synthesize it. The reactants are: [Cl-].[CH2:2]([N+:4]1([CH2:9][O:10][CH3:11])[CH2:8][CH2:7][CH2:6][CH2:5]1)[CH3:3].[F:12][P-:13]([F:18])([F:17])([F:16])([F:15])[F:14].[Na+].C(Cl)(Cl)Cl. (6) Given the product [CH3:1][O:2][C:3]([C:5]1[CH:6]=[CH:7][CH:8]=[C:9]2[C:14]=1[NH:13][CH:12]([C:15]1[CH:20]=[CH:19][CH:18]=[C:17]([N:28]3[CH2:29][CH2:30][N:25]([CH3:24])[CH2:26][CH2:27]3)[CH:16]=1)[CH2:11][C:10]2([CH3:23])[CH3:22])=[O:4], predict the reactants needed to synthesize it. The reactants are: [CH3:1][O:2][C:3]([C:5]1[CH:6]=[CH:7][CH:8]=[C:9]2[C:14]=1[NH:13][CH:12]([C:15]1[CH:20]=[CH:19][CH:18]=[C:17](Br)[CH:16]=1)[CH2:11][C:10]2([CH3:23])[CH3:22])=[O:4].[CH3:24][N:25]1[CH2:30][CH2:29][NH:28][CH2:27][CH2:26]1.Cl.CN(C)CC(O)=O.C(=O)([O-])[O-].[K+].[K+].